Dataset: NCI-60 drug combinations with 297,098 pairs across 59 cell lines. Task: Regression. Given two drug SMILES strings and cell line genomic features, predict the synergy score measuring deviation from expected non-interaction effect. (1) Drug 2: CC1CCC2CC(C(=CC=CC=CC(CC(C(=O)C(C(C(=CC(C(=O)CC(OC(=O)C3CCCCN3C(=O)C(=O)C1(O2)O)C(C)CC4CCC(C(C4)OC)O)C)C)O)OC)C)C)C)OC. Cell line: M14. Synergy scores: CSS=13.1, Synergy_ZIP=-5.04, Synergy_Bliss=-4.39, Synergy_Loewe=-42.4, Synergy_HSA=-2.36. Drug 1: C(=O)(N)NO. (2) Drug 1: C1C(C(OC1N2C=C(C(=O)NC2=O)F)CO)O. Drug 2: C1CC(C1)(C(=O)O)C(=O)O.[NH2-].[NH2-].[Pt+2]. Cell line: HCT-15. Synergy scores: CSS=18.0, Synergy_ZIP=-8.86, Synergy_Bliss=-9.65, Synergy_Loewe=-17.5, Synergy_HSA=-9.68.